From a dataset of Full USPTO retrosynthesis dataset with 1.9M reactions from patents (1976-2016). Predict the reactants needed to synthesize the given product. (1) The reactants are: Br[C:2]1[CH:8]=[CH:7][C:5]([NH2:6])=[C:4]([O:9][CH2:10][CH3:11])[CH:3]=1.CC1(C)C(C)(C)OB([C:20]2[CH2:25][CH2:24][N:23]([C:26]([O:28][C:29]([CH3:32])([CH3:31])[CH3:30])=[O:27])[CH2:22][CH:21]=2)O1.C(=O)([O-])[O-].[K+].[K+]. Given the product [NH2:6][C:5]1[CH:7]=[CH:8][C:2]([C:20]2[CH2:25][CH2:24][N:23]([C:26]([O:28][C:29]([CH3:32])([CH3:31])[CH3:30])=[O:27])[CH2:22][CH:21]=2)=[CH:3][C:4]=1[O:9][CH2:10][CH3:11], predict the reactants needed to synthesize it. (2) Given the product [CH2:32]([N:30]1[N:29]=[N:28][C:27]([CH2:26][N:5]2[C:4]3[CH:3]=[C:2]([C:38]4[CH:39]=[CH:40][C:35]([F:34])=[CH:36][CH:37]=4)[S:10][C:9]=3[C:8](=[O:11])[N:7]([CH:12]3[CH2:13][CH2:14][N:15]([C:18]([O:20][C:21]([CH3:23])([CH3:24])[CH3:22])=[O:19])[CH2:16][CH2:17]3)[C:6]2=[O:25])=[N:31]1)[CH3:33], predict the reactants needed to synthesize it. The reactants are: Br[C:2]1[S:10][C:9]2[C:8](=[O:11])[N:7]([CH:12]3[CH2:17][CH2:16][N:15]([C:18]([O:20][C:21]([CH3:24])([CH3:23])[CH3:22])=[O:19])[CH2:14][CH2:13]3)[C:6](=[O:25])[N:5]([CH2:26][C:27]3[N:28]=[N:29][N:30]([CH2:32][CH3:33])[N:31]=3)[C:4]=2[CH:3]=1.[F:34][C:35]1[CH:40]=[CH:39][C:38](B(O)O)=[CH:37][CH:36]=1.C(=O)([O-])[O-].[Cs+].[Cs+]. (3) The reactants are: Br[C:2]1[CH:3]=[CH:4][CH:5]=[C:6]2[C:10]=1[C:9](=[O:11])[CH:8]([CH3:12])[CH2:7]2.[F:13][C:14]1[CH:15]=[C:16](B(O)O)[CH:17]=[C:18]([F:20])[CH:19]=1.C(=O)([O-])[O-].[Na+].[Na+].O. Given the product [CH3:12][CH:8]1[CH2:7][C:6]2[C:10](=[C:2]([C:16]3[CH:15]=[C:14]([F:13])[CH:19]=[C:18]([F:20])[CH:17]=3)[CH:3]=[CH:4][CH:5]=2)[C:9]1=[O:11], predict the reactants needed to synthesize it. (4) Given the product [CH3:1][C:2]1[N:3]=[C:4]([NH:7][C:8]2[CH:13]=[C:12]([O:14][C:16]3[CH:23]=[CH:22][C:19]([C:20]#[N:21])=[CH:18][CH:17]=3)[CH:11]=[CH:10][N:9]=2)[S:5][CH:6]=1, predict the reactants needed to synthesize it. The reactants are: [CH3:1][C:2]1[N:3]=[C:4]([NH:7][C:8]2[CH:13]=[C:12]([OH:14])[CH:11]=[CH:10][N:9]=2)[S:5][CH:6]=1.F[C:16]1[CH:23]=[CH:22][C:19]([C:20]#[N:21])=[CH:18][CH:17]=1.C(=O)([O-])[O-].[K+].[K+].